From a dataset of Full USPTO retrosynthesis dataset with 1.9M reactions from patents (1976-2016). Predict the reactants needed to synthesize the given product. (1) Given the product [NH2:4][C:5]1[C:6]2[NH:13][CH:12]=[C:11]([CH2:23][N:24]([CH3:33])[C@H:25]([C@@H:28]([OH:32])[CH2:29][S:30][CH3:31])[CH2:26][OH:27])[C:7]=2[N:8]=[CH:9][N:10]=1, predict the reactants needed to synthesize it. The reactants are: O.NN.[NH2:4][C:5]1[C:6]2[N:13](COCC3C=CC=CC=3)[CH:12]=[C:11]([CH2:23][N:24]([CH3:33])[C@H:25]([C@@H:28]([OH:32])[CH2:29][S:30][CH3:31])[CH2:26][OH:27])[C:7]=2[N:8]=[CH:9][N:10]=1.NN. (2) Given the product [C:10]1([C:40]2[C:39]3[C:44](=[N:45][C:46]4[C:51]([CH:38]=3)=[CH:50][CH:49]=[CH:48][CH:47]=4)[CH:43]=[CH:42][CH:41]=2)[C:11]2[C:6](=[CH:5][CH:4]=[CH:3][CH:12]=2)[CH:7]=[CH:8][CH:9]=1, predict the reactants needed to synthesize it. The reactants are: CO[C:3]1[CH:4]=[C:5](CCCCCCCCC2C=CC(N)=CC=2)[C:6]2[C:11]([C:12]=1OC)=[CH:10][CH:9]=[CH:8][CH:7]=2.CCN(CC)CC.Cl[C:38]1[C:39]2[C:44]([N:45]=[C:46]3[C:51]=1[CH:50]=[CH:49][CH:48]=[CH:47]3)=[CH:43][CH:42]=[CH:41][CH:40]=2. (3) Given the product [F:1][C:2]1[N:7]=[CH:6][C:5]([CH:8]2[CH2:13][CH2:12][N:11]([CH3:14])[C:10](=[O:15])[CH2:9]2)=[CH:4][CH:3]=1, predict the reactants needed to synthesize it. The reactants are: [F:1][C:2]1[N:7]=[CH:6][C:5]([C:8]2[CH:13]=[CH:12][N:11]([CH3:14])[C:10](=[O:15])[CH:9]=2)=[CH:4][CH:3]=1. (4) Given the product [CH3:24][O:23][C:3]1[C:2]([O:1][CH2:32][CH2:33][CH3:34])=[CH:22][C:6]2[C:7]3[N:12]([CH:13]([CH3:15])[CH2:14][C:5]=2[CH:4]=1)[CH:11]=[C:10]([C:16]([O:18][CH2:19][CH3:20])=[O:17])[C:9](=[O:21])[CH:8]=3, predict the reactants needed to synthesize it. The reactants are: [OH:1][C:2]1[C:3]([O:23][CH3:24])=[CH:4][C:5]2[CH2:14][CH:13]([CH3:15])[N:12]3[C:7](=[CH:8][C:9](=[O:21])[C:10]([C:16]([O:18][CH2:19][CH3:20])=[O:17])=[CH:11]3)[C:6]=2[CH:22]=1.C(=O)([O-])[O-].[K+].[K+].I[CH2:32][CH2:33][CH3:34].O. (5) Given the product [CH2:3]1[C:4]2[C:9](=[CH:8][CH:7]=[CH:6][CH:5]=2)[CH2:10][CH:2]1[NH:1][C:17](=[O:19])[CH3:18], predict the reactants needed to synthesize it. The reactants are: [NH2:1][CH:2]1[CH2:10][C:9]2[C:4](=[CH:5][CH:6]=[CH:7][CH:8]=2)[CH2:3]1.C([O-])([O-])=O.[Na+].[Na+].[C:17](Cl)(=[O:19])[CH3:18].